Dataset: NCI-60 drug combinations with 297,098 pairs across 59 cell lines. Task: Regression. Given two drug SMILES strings and cell line genomic features, predict the synergy score measuring deviation from expected non-interaction effect. (1) Drug 1: C1=CC(=CC=C1C#N)C(C2=CC=C(C=C2)C#N)N3C=NC=N3. Drug 2: C(=O)(N)NO. Cell line: SN12C. Synergy scores: CSS=-0.789, Synergy_ZIP=0.849, Synergy_Bliss=0.200, Synergy_Loewe=-2.92, Synergy_HSA=-1.44. (2) Drug 1: C1C(C(OC1N2C=NC3=C(N=C(N=C32)Cl)N)CO)O. Drug 2: C1CNP(=O)(OC1)N(CCCl)CCCl. Cell line: SW-620. Synergy scores: CSS=36.5, Synergy_ZIP=-2.83, Synergy_Bliss=0.845, Synergy_Loewe=-67.8, Synergy_HSA=0.878. (3) Drug 1: C1CC(=O)NC(=O)C1N2CC3=C(C2=O)C=CC=C3N. Drug 2: CC1=C(C=C(C=C1)C(=O)NC2=CC(=CC(=C2)C(F)(F)F)N3C=C(N=C3)C)NC4=NC=CC(=N4)C5=CN=CC=C5. Cell line: CCRF-CEM. Synergy scores: CSS=5.60, Synergy_ZIP=-2.32, Synergy_Bliss=0.257, Synergy_Loewe=-4.80, Synergy_HSA=-4.55.